Dataset: Reaction yield outcomes from USPTO patents with 853,638 reactions. Task: Predict the reaction yield, written as a fraction of the theoretical maximum amount of product (1.0 means a 100% yield; for example, 0.34 means a 34% yield). (1) The reactants are [NH2:1][C:2]1[N:7]=[C:6]([NH2:8])[C:5]([O:9][C:10]2[C:11]([CH:21]([CH3:23])[CH3:22])=[CH:12][C:13]([O:19][CH3:20])=[C:14]([CH:18]=2)[C:15]([NH2:17])=[S:16])=[CH:4][N:3]=1.C([O-])(O)=O.[Na+].[CH3:29][C:30](O)=O. The catalyst is C(OC(OCC)CBr)C.CC1C=CC(S(O)(=O)=O)=CC=1. The product is [CH:21]([C:11]1[CH:12]=[C:13]([O:19][CH3:20])[C:14]([C:15]2[S:16][CH:29]=[CH:30][N:17]=2)=[CH:18][C:10]=1[O:9][C:5]1[C:6]([NH2:8])=[N:7][C:2]([NH2:1])=[N:3][CH:4]=1)([CH3:23])[CH3:22]. The yield is 0.280. (2) The reactants are [N:1]([CH:4]([C:10]1[N:14]([C:15]2[CH:20]=[CH:19][C:18]([O:21][CH3:22])=[CH:17][CH:16]=2)[N:13]=[CH:12][CH:11]=1)[CH:5]([CH2:8][CH3:9])[CH2:6][CH3:7])=[N+]=[N-]. The catalyst is CO.[Pd]. The product is [CH2:8]([CH:5]([CH2:6][CH3:7])[CH:4]([NH2:1])[C:10]1[N:14]([C:15]2[CH:16]=[CH:17][C:18]([O:21][CH3:22])=[CH:19][CH:20]=2)[N:13]=[CH:12][CH:11]=1)[CH3:9]. The yield is 0.970.